Dataset: Catalyst prediction with 721,799 reactions and 888 catalyst types from USPTO. Task: Predict which catalyst facilitates the given reaction. (1) Reactant: [O:1]=[C:2]1[C:10]2[S:9][C:8]([NH:11][C:12]([NH:14][CH2:15][CH3:16])=[O:13])=[N:7][C:6]=2[CH2:5][CH2:4][CH2:3]1.[BrH:17].[Br:18]Br. The catalyst class is: 52. Product: [Br:17][C:3]1([Br:18])[CH2:4][CH2:5][C:6]2[N:7]=[C:8]([NH:11][C:12]([NH:14][CH2:15][CH3:16])=[O:13])[S:9][C:10]=2[C:2]1=[O:1]. (2) Reactant: C(=O)(O)[O-].[Na+].Cl.[NH2:7][CH2:8][CH2:9][SH:10].[C:11]([O:15][C:16](=[O:22])[NH:17][CH2:18][C:19](F)=[O:20])([CH3:14])([CH3:13])[CH3:12]. Product: [C:11]([O:15][C:16](=[O:22])[NH:17][CH2:18][C:19](=[O:20])[NH:7][CH2:8][CH2:9][SH:10])([CH3:14])([CH3:12])[CH3:13]. The catalyst class is: 232. (3) Reactant: [F:1][C:2]1[N:7]=[C:6]([N:8]2[C:16]3[CH:15]=[C:14]([C:17]4[CH:18]=[N:19][CH:20]=[C:21]([C:23]([CH3:25])=[CH2:24])[CH:22]=4)[N:13]=[CH:12][C:11]=3[CH:10]=[N:9]2)[CH:5]=[CH:4][CH:3]=1.[H][H]. Product: [F:1][C:2]1[N:7]=[C:6]([N:8]2[C:16]3[CH:15]=[C:14]([C:17]4[CH:18]=[N:19][CH:20]=[C:21]([CH:23]([CH3:25])[CH3:24])[CH:22]=4)[N:13]=[CH:12][C:11]=3[CH:10]=[N:9]2)[CH:5]=[CH:4][CH:3]=1. The catalyst class is: 261. (4) Reactant: [CH2:1]([C:16]1[CH:17]=[C:18]([CH:26]=[CH:27][CH:28]=1)[O:19][CH:20]([CH2:24][CH3:25])[C:21](O)=[O:22])[CH2:2][CH2:3][CH2:4][CH2:5][CH2:6][CH2:7][CH2:8][CH2:9][CH2:10][CH2:11][CH2:12][CH2:13][CH2:14][CH3:15].S(Cl)([Cl:31])=O. Product: [CH2:1]([C:16]1[CH:17]=[C:18]([CH:26]=[CH:27][CH:28]=1)[O:19][CH:20]([CH2:24][CH3:25])[C:21]([Cl:31])=[O:22])[CH2:2][CH2:3][CH2:4][CH2:5][CH2:6][CH2:7][CH2:8][CH2:9][CH2:10][CH2:11][CH2:12][CH2:13][CH2:14][CH3:15]. The catalyst class is: 4. (5) Reactant: [N:1]1([C:7]([C:9]2[CH:14]=[CH:13][C:12]([C:15]3[NH:34][C:18]4=[N:19][CH:20]=[CH:21][C:22]([C:23]5[C:28]6[CH2:29][O:30]C(=O)[NH:32][C:27]=6[CH:26]=[CH:25][CH:24]=5)=[C:17]4[N:16]=3)=[CH:11][CH:10]=2)=[O:8])[CH2:6][CH2:5][O:4][CH2:3][CH2:2]1.[OH-].[Na+]. Product: [NH2:32][C:27]1[CH:26]=[CH:25][CH:24]=[C:23]([C:22]2[CH:21]=[CH:20][N:19]=[C:18]3[NH:34][C:15]([C:12]4[CH:11]=[CH:10][C:9]([C:7]([N:1]5[CH2:6][CH2:5][O:4][CH2:3][CH2:2]5)=[O:8])=[CH:14][CH:13]=4)=[N:16][C:17]=23)[C:28]=1[CH2:29][OH:30]. The catalyst class is: 40. (6) Reactant: [Cl:1][C:2]1[CH:3]=[C:4]([C:9]([CH3:14])([CH3:13])[C:10](Cl)=[O:11])[CH:5]=[C:6]([Cl:8])[CH:7]=1.[CH2:15]([N:22]1[CH2:26][C@@H:25]([C:27]2[CH:32]=[CH:31][C:30]([F:33])=[CH:29][CH:28]=2)[C@H:24]([NH:34][CH3:35])[CH2:23]1)[C:16]1[CH:21]=[CH:20][CH:19]=[CH:18][CH:17]=1.C(N(C(C)C)C(C)C)C. Product: [CH2:15]([N:22]1[CH2:26][C@@H:25]([C:27]2[CH:28]=[CH:29][C:30]([F:33])=[CH:31][CH:32]=2)[C@H:24]([N:34]([CH3:35])[C:10](=[O:11])[C:9]([C:4]2[CH:3]=[C:2]([Cl:1])[CH:7]=[C:6]([Cl:8])[CH:5]=2)([CH3:14])[CH3:13])[CH2:23]1)[C:16]1[CH:17]=[CH:18][CH:19]=[CH:20][CH:21]=1. The catalyst class is: 2. (7) The catalyst class is: 149. Reactant: [CH3:1][C:2]1[C:3](B(O)O)=[C:4]2[C:9](=[CH:10][CH:11]=1)[N:8]=[CH:7][CH:6]=[CH:5]2.I[C:16]1[C:24]2[N:23]=[C:22]([C:25]([F:28])([F:27])[F:26])[NH:21][C:20]=2[CH:19]=[C:18]([C:29]2[C:30]([CH3:35])=[N:31][O:32][C:33]=2[CH3:34])[CH:17]=1.C(=O)([O-])[O-].[Cs+].[Cs+]. Product: [CH3:35][C:30]1[C:29]([C:18]2[CH:17]=[C:16]([C:3]3[C:2]([CH3:1])=[CH:11][CH:10]=[C:9]4[C:4]=3[CH:5]=[CH:6][CH:7]=[N:8]4)[C:24]3[N:23]=[C:22]([C:25]([F:26])([F:28])[F:27])[NH:21][C:20]=3[CH:19]=2)=[C:33]([CH3:34])[O:32][N:31]=1. (8) Reactant: [C:1]12([CH2:11][CH2:12][O:13][C:14]3[CH:15]=[C:16]([CH2:20][CH2:21][NH:22][CH2:23][C@@H:24]([C:26]4[CH:35]=[CH:34][C:33]([O:36]CC5C=CC=CC=5)=[C:32]5[C:27]=4[CH:28]=[CH:29][C:30](=[O:44])[NH:31]5)[OH:25])[CH:17]=[CH:18][CH:19]=3)[CH2:10][CH:5]3[CH2:6][CH:7]([CH2:9][CH:3]([CH2:4]3)[CH2:2]1)[CH2:8]2. Product: [C:1]12([CH2:11][CH2:12][O:13][C:14]3[CH:15]=[C:16]([CH2:20][CH2:21][NH:22][CH2:23][C@@H:24]([C:26]4[CH:35]=[CH:34][C:33]([OH:36])=[C:32]5[C:27]=4[CH:28]=[CH:29][C:30](=[O:44])[NH:31]5)[OH:25])[CH:17]=[CH:18][CH:19]=3)[CH2:10][CH:5]3[CH2:4][CH:3]([CH2:9][CH:7]([CH2:6]3)[CH2:8]1)[CH2:2]2. The catalyst class is: 45.